The task is: Predict the reactants needed to synthesize the given product.. This data is from Full USPTO retrosynthesis dataset with 1.9M reactions from patents (1976-2016). (1) The reactants are: [C:1]1([CH:7]=[CH:8][C:9]([NH:11][C@H:12]([C:14]2[CH:19]=[CH:18][CH:17]=[C:16](OS(C(F)(F)F)(=O)=O)[CH:15]=2)[CH3:13])=[O:10])[CH:6]=[CH:5][CH:4]=[CH:3][CH:2]=1.P([O-])([O-])([O-])=O.[K+].[K+].[K+].[NH:36]1[CH2:41][CH2:40][O:39][CH2:38][CH2:37]1. Given the product [C:1]1([CH:7]=[CH:8][C:9]([NH:11][C@H:12]([C:14]2[CH:19]=[CH:18][CH:17]=[C:16]([N:36]3[CH2:41][CH2:40][O:39][CH2:38][CH2:37]3)[CH:15]=2)[CH3:13])=[O:10])[CH:6]=[CH:5][CH:4]=[CH:3][CH:2]=1, predict the reactants needed to synthesize it. (2) Given the product [O:15]1[C:20]2[CH:21]=[CH:22][C:23]([NH:25][C:9](=[O:11])[C:8]3[CH:7]=[C:6]([CH:5]=[CH:4][C:3]=3[O:2][CH3:1])[C:12]([NH2:14])=[O:13])=[CH:24][C:19]=2[O:18][CH2:17][CH2:16]1, predict the reactants needed to synthesize it. The reactants are: [CH3:1][O:2][C:3]1[C:8]([C:9]([OH:11])=O)=[CH:7][C:6]([C:12]([NH2:14])=[O:13])=[CH:5][CH:4]=1.[O:15]1[C:20]2[CH:21]=[CH:22][C:23]([NH2:25])=[CH:24][C:19]=2[O:18][CH2:17][CH2:16]1. (3) Given the product [F:28][C:23]1[C:22]([C:12]2[CH:13]=[C:14]3[C@:15]4([N:20]=[C:19]([NH2:21])[CH2:18][O:17][CH2:16]4)[C:4]4[CH:3]=[C:2]([C:34]5[CH:33]=[CH:32][N:31]=[C:30]([F:29])[CH:35]=5)[N:7]=[CH:6][C:5]=4[O:8][C:9]3=[CH:10][CH:11]=2)=[CH:27][CH:26]=[CH:25][N:24]=1, predict the reactants needed to synthesize it. The reactants are: Cl[C:2]1[N:7]=[CH:6][C:5]2[O:8][C:9]3[C:14]([C@:15]4([N:20]=[C:19]([NH2:21])[CH2:18][O:17][CH2:16]4)[C:4]=2[CH:3]=1)=[CH:13][C:12]([C:22]1[C:23]([F:28])=[N:24][CH:25]=[CH:26][CH:27]=1)=[CH:11][CH:10]=3.[F:29][C:30]1[CH:35]=[C:34](B(O)O)[CH:33]=[CH:32][N:31]=1.P([O-])([O-])([O-])=O.[K+].[K+].[K+]. (4) The reactants are: [CH2:1]([N:8]1[CH2:13][CH2:12][C:11]([O:17][CH2:18][CH3:19])([O:14][CH2:15][CH3:16])[CH:10]([NH:20][C:21]([C:23]2[C:31]3[C:26](=[CH:27][C:28]([C:32]4[CH:37]=[C:36]([F:38])[C:35]([O:39]COCC[Si](C)(C)C)=[CH:34][C:33]=4[CH2:48][CH3:49])=[CH:29][CH:30]=3)[N:25]([CH:50]3[CH2:55][CH2:54][CH2:53][CH2:52][O:51]3)[N:24]=2)=[NH:22])[CH2:9]1)[C:2]1[CH:7]=[CH:6][CH:5]=[CH:4][CH:3]=1.Cl.C(=O)([O-])O.[Na+]. Given the product [CH2:1]([N:8]1[CH2:13][CH2:12][C:11]([O:17][CH2:18][CH3:19])([O:14][CH2:15][CH3:16])[CH:10]([NH:20][C:21]([C:23]2[C:31]3[C:26](=[CH:27][C:28]([C:32]4[CH:37]=[C:36]([F:38])[C:35]([OH:39])=[CH:34][C:33]=4[CH2:48][CH3:49])=[CH:29][CH:30]=3)[N:25]([CH:50]3[CH2:55][CH2:54][CH2:53][CH2:52][O:51]3)[N:24]=2)=[NH:22])[CH2:9]1)[C:2]1[CH:3]=[CH:4][CH:5]=[CH:6][CH:7]=1, predict the reactants needed to synthesize it. (5) The reactants are: C[O:2][C:3](=[O:36])[CH2:4][O:5][C:6]1[CH:14]=[CH:13][C:12]([S:15][CH2:16][C:17]2[CH:22]=[CH:21][C:20]([O:23][CH2:24][C:25]3[CH:30]=[CH:29][C:28]([F:31])=[CH:27][C:26]=3[C:32]([F:35])([F:34])[F:33])=[CH:19][CH:18]=2)=[C:11]2[C:7]=1[CH2:8][CH2:9][CH2:10]2.[K+].[Br-]. Given the product [F:31][C:28]1[CH:29]=[CH:30][C:25]([CH2:24][O:23][C:20]2[CH:21]=[CH:22][C:17]([CH2:16][S:15][C:12]3[CH:13]=[CH:14][C:6]([O:5][CH2:4][C:3]([OH:36])=[O:2])=[C:7]4[C:11]=3[CH2:10][CH2:9][CH2:8]4)=[CH:18][CH:19]=2)=[C:26]([C:32]([F:35])([F:33])[F:34])[CH:27]=1, predict the reactants needed to synthesize it. (6) Given the product [Br:1][C:2]1[C:3](=[O:9])[NH:4][N:5]=[CH:6][C:7]=1[N:19]1[CH2:20][CH2:21][CH:16]([C:10]2[CH:15]=[CH:14][CH:13]=[CH:12][CH:11]=2)[CH2:17][CH2:18]1, predict the reactants needed to synthesize it. The reactants are: [Br:1][C:2]1[C:3](=[O:9])[NH:4][N:5]=[CH:6][C:7]=1Br.[C:10]1([CH:16]2[CH2:21][CH2:20][NH:19][CH2:18][CH2:17]2)[CH:15]=[CH:14][CH:13]=[CH:12][CH:11]=1.CCN(C(C)C)C(C)C. (7) The reactants are: [PH2:1]([OH:3])=[O:2].C1(C)C=CC=CC=1.[CH2:11]([N:13]([CH2:16][CH3:17])[CH2:14][CH3:15])[CH3:12]. Given the product [PH2:1]([O-:3])=[O:2].[CH2:11]([NH+:13]([CH2:16][CH3:17])[CH2:14][CH3:15])[CH3:12], predict the reactants needed to synthesize it. (8) Given the product [CH3:20][CH2:19][C@@:18]1([OH:21])[C:16](=[O:17])[O:15][CH2:14][C:13]2[C:22]([N:24]3[C:10](=[CH:11][C:12]1=2)[C:8]1[N:9]=[C:4]2[C:5]([CH:26]=[CH:28][CH:29]=[CH:3]2)=[CH:6][C:7]=1[CH2:25]3)=[O:23], predict the reactants needed to synthesize it. The reactants are: CC[C:3]1[CH:29]=[CH:28][C:26](=O)[C:5]2=[CH:6][C:7]3[CH2:25][N:24]4[C:10](=[CH:11][C:12]5[C@@:18]([OH:21])([CH2:19][CH3:20])[C:16](=[O:17])[O:15][CH2:14][C:13]=5[C:22]4=[O:23])[C:8]=3[NH:9][C:4]=12.